This data is from Full USPTO retrosynthesis dataset with 1.9M reactions from patents (1976-2016). The task is: Predict the reactants needed to synthesize the given product. Given the product [C:1]([O:4][C@@H:5]1[C@@H:10]([O:11][C:12](=[O:14])[CH3:13])[C@H:9]([O:15][C:16](=[O:18])[CH3:17])[C@@H:8]([CH2:19][O:20][C:21](=[O:23])[CH3:22])[O:7][C@H:6]1[C:24]1[CH:29]=[C:28]([CH2:30][Br:37])[CH:27]=[C:26]([O:31][CH2:32][CH3:33])[C:25]=1[O:34][CH2:35][CH3:36])(=[O:3])[CH3:2], predict the reactants needed to synthesize it. The reactants are: [C:1]([O:4][C@@H:5]1[C@@H:10]([O:11][C:12](=[O:14])[CH3:13])[C@H:9]([O:15][C:16](=[O:18])[CH3:17])[C@@H:8]([CH2:19][O:20][C:21](=[O:23])[CH3:22])[O:7][C@H:6]1[C:24]1[CH:29]=[C:28]([CH3:30])[CH:27]=[C:26]([O:31][CH2:32][CH3:33])[C:25]=1[O:34][CH2:35][CH3:36])(=[O:3])[CH3:2].[Br:37]N1C(=O)CCC1=O.N(C(C)(C)C#N)=NC(C)(C)C#N.